This data is from Full USPTO retrosynthesis dataset with 1.9M reactions from patents (1976-2016). The task is: Predict the reactants needed to synthesize the given product. (1) Given the product [CH3:13][O:12][C:6]1[CH:5]=[CH:4][C:3]([CH2:2][S:19][CH2:15][C:16]([O:18][CH3:20])=[O:17])=[N:8][C:7]=1[N+:9]([O-:11])=[O:10], predict the reactants needed to synthesize it. The reactants are: Br[CH2:2][C:3]1[N:8]=[C:7]([N+:9]([O-:11])=[O:10])[C:6]([O:12][CH3:13])=[CH:5][CH:4]=1.C[CH:15]([SH:19])[C:16]([O-:18])=[O:17].[C:20](=O)([O-])[O-].[K+].[K+]. (2) Given the product [CH2:1]([O:2][CH2:3][CH2:4][C:5]1([O:14][C:15]2[CH:20]=[CH:19][C:18]([O:21][C:22]3[CH:23]=[CH:24][C:25]([C:28]4[NH:32][N:31]=[C:30]([C:33]5[CH:38]=[CH:37][CH:36]=[C:35]([F:39])[CH:34]=5)[CH:29]=4)=[CH:26][CH:27]=3)=[CH:17][CH:16]=2)[C:6](=[O:13])[NH:7][C:8](=[O:12])[NH:9][C:10]1=[O:11])[CH3:41], predict the reactants needed to synthesize it. The reactants are: [CH3:1][O:2][CH2:3][CH2:4][C:5]1([O:14][C:15]2[CH:20]=[CH:19][C:18]([O:21][C:22]3[CH:27]=[CH:26][C:25]([C:28]4[NH:32][N:31]=[C:30]([C:33]5[CH:38]=[CH:37][CH:36]=[C:35]([F:39])[CH:34]=5)[CH:29]=4)=[CH:24][CH:23]=3)=[CH:17][CH:16]=2)[C:10](=[O:11])[NH:9][C:8](=[O:12])[NH:7][C:6]1=[O:13].Br[C:41]1(CCOCC)C(=O)NC(=O)NC1=O. (3) Given the product [F:8][C:9]1[CH:17]=[C:16]2[C:12]([C:13]([C:25](=[O:26])[CH:27]([NH:34][C:35]3[CH:36]=[N:37][CH:38]=[C:39]([O:41][CH3:42])[CH:40]=3)[C:28]3[CH:29]=[CH:30][CH:31]=[CH:32][CH:33]=3)=[CH:14][NH:15]2)=[CH:11][CH:10]=1, predict the reactants needed to synthesize it. The reactants are: C(N(CC)CC)C.[F:8][C:9]1[CH:17]=[C:16]2[C:12]([C:13]([CH:25]=[O:26])=[CH:14][N:15]2C(OC(C)(C)C)=O)=[CH:11][CH:10]=1.[CH:27](=[N:34][C:35]1[CH:36]=[N:37][CH:38]=[C:39]([O:41][CH3:42])[CH:40]=1)[C:28]1[CH:33]=[CH:32][CH:31]=[CH:30][CH:29]=1. (4) Given the product [CH:1]1([C:7]2[NH:11][CH:10]=[CH:9][N:8]=2)[CH2:2][CH2:3][CH2:4][CH2:5][CH2:6]1, predict the reactants needed to synthesize it. The reactants are: [C:1]1([C:7]2[NH:8][CH:9]=[CH:10][N:11]=2)[CH:6]=[CH:5][CH:4]=[CH:3][CH:2]=1.